The task is: Predict the reaction yield, written as a fraction of the theoretical maximum amount of product (1.0 means a 100% yield; for example, 0.34 means a 34% yield).. This data is from Reaction yield outcomes from USPTO patents with 853,638 reactions. (1) The reactants are [Cl:1][C:2]1[C:7]([CH:8]=[N:9]O)=[C:6]([Cl:11])[N:5]=[C:4]([S:12][CH3:13])[N:3]=1.O=S(Cl)Cl. No catalyst specified. The product is [Cl:1][C:2]1[C:7]([C:8]#[N:9])=[C:6]([Cl:11])[N:5]=[C:4]([S:12][CH3:13])[N:3]=1. The yield is 0.930. (2) The reactants are C([O:8][CH2:9][CH:10]1[O:24][C:14]2=[C:15]3[C:20](=[CH:21][CH:22]=[C:13]2[O:12][CH2:11]1)[N:19]=[C:18]([CH3:23])[CH:17]=[CH:16]3)C1C=CC=CC=1. The catalyst is C(Cl)Cl. The product is [CH3:23][C:18]1[CH:17]=[CH:16][C:15]2[C:20](=[CH:21][CH:22]=[C:13]3[O:12][CH2:11][CH:10]([CH2:9][OH:8])[O:24][C:14]3=2)[N:19]=1. The yield is 0.680. (3) The reactants are [CH2:1]([N:3]([CH2:37][CH3:38])[CH2:4][CH2:5][CH2:6][NH:7][C:8]1[N:9]=[C:10]([C:27]2[CH:28]=[C:29]([CH:33]=[CH:34][C:35]=2[CH3:36])[C:30]([OH:32])=O)[C:11]2[CH:17]=[CH:16][C:15](=[O:18])[N:14]([C:19]3[C:24]([F:25])=[CH:23][CH:22]=[CH:21][C:20]=3[F:26])[C:12]=2[N:13]=1)[CH3:2].[CH3:39][N:40](C(ON1N=NC2C=CC=CC1=2)=[N+](C)C)C.F[P-](F)(F)(F)(F)F.CN. The catalyst is ClCCl.C1COCC1. The product is [CH2:37]([N:3]([CH2:1][CH3:2])[CH2:4][CH2:5][CH2:6][NH:7][C:8]1[N:9]=[C:10]([C:27]2[CH:28]=[C:29]([CH:33]=[CH:34][C:35]=2[CH3:36])[C:30]([NH:40][CH3:39])=[O:32])[C:11]2[CH:17]=[CH:16][C:15](=[O:18])[N:14]([C:19]3[C:24]([F:25])=[CH:23][CH:22]=[CH:21][C:20]=3[F:26])[C:12]=2[N:13]=1)[CH3:38]. The yield is 0.780. (4) The product is [Cl:9][C:10]1[CH:15]=[C:14]([Cl:16])[C:13]([O:17][CH3:18])=[CH:12][C:11]=1[NH:19][C:20]1[C:25]([C:26]#[N:27])=[CH:24][N:23]=[C:22]2[CH:28]=[C:29](/[CH:31]=[CH:32]/[N:2]3[N:3]=[CH:4][CH:5]=[N:1]3)[S:30][C:21]=12. The reactants are [NH:1]1[CH:5]=[CH:4][N:3]=[N:2]1.O.[OH-].[Cs+].[Cl:9][C:10]1[CH:15]=[C:14]([Cl:16])[C:13]([O:17][CH3:18])=[CH:12][C:11]=1[NH:19][C:20]1[C:25]([C:26]#[N:27])=[CH:24][N:23]=[C:22]2[CH:28]=[C:29]([C:31]#[CH:32])[S:30][C:21]=12. The yield is 0.380. The catalyst is CN1CCCC1=O.